From a dataset of Forward reaction prediction with 1.9M reactions from USPTO patents (1976-2016). Predict the product of the given reaction. (1) The product is: [Br:1][C:2]1[CH:3]=[C:4]([CH2:9][C:10]([O:12][CH2:13][CH3:14])=[O:11])[CH:5]=[C:6]([Cl:20])[C:7]=1[OH:8]. Given the reactants [Br:1][C:2]1[CH:3]=[C:4]([CH2:9][C:10]([O:12][CH2:13][CH3:14])=[O:11])[CH:5]=[CH:6][C:7]=1[OH:8].CO.S(Cl)([Cl:20])(=O)=O, predict the reaction product. (2) Given the reactants Cl[C:2]1[N:7]=[CH:6][N:5]=[C:4]([N:8]2[C:12]([NH2:13])=[N:11][C:10]([NH:14][C:15]3[CH:20]=[CH:19][C:18]([N:21]4[CH2:26][CH2:25][O:24][CH2:23][CH2:22]4)=[CH:17][CH:16]=3)=[N:9]2)[CH:3]=1.[NH:27]1[CH2:32][CH2:31][NH:30][CH2:29][CH2:28]1.C(N(C(C)C)CC)(C)C, predict the reaction product. The product is: [N:21]1([C:18]2[CH:19]=[CH:20][C:15]([NH:14][C:10]3[N:11]=[C:12]([NH2:13])[N:8]([C:4]4[CH:3]=[C:2]([N:27]5[CH2:32][CH2:31][NH:30][CH2:29][CH2:28]5)[N:7]=[CH:6][N:5]=4)[N:9]=3)=[CH:16][CH:17]=2)[CH2:26][CH2:25][O:24][CH2:23][CH2:22]1.